From a dataset of Full USPTO retrosynthesis dataset with 1.9M reactions from patents (1976-2016). Predict the reactants needed to synthesize the given product. Given the product [Br:11][CH2:2][C:3]1[CH:8]=[CH:7][N:6]([CH3:9])[C:5](=[O:10])[CH:4]=1, predict the reactants needed to synthesize it. The reactants are: O[CH2:2][C:3]1[CH:8]=[CH:7][N:6]([CH3:9])[C:5](=[O:10])[CH:4]=1.[Br-:11].[Br-].C1(P(C2C=CC=CC=2)C2C=CC=CC=2)C=CC=CC=1.